Dataset: Forward reaction prediction with 1.9M reactions from USPTO patents (1976-2016). Task: Predict the product of the given reaction. Given the reactants [CH3:1][C:2]1[C:6]2=[N:7][CH:8]=[CH:9][CH:10]=[C:5]2[N:4]([NH2:11])[CH:3]=1.[CH3:12][C:13]1[C:18]([C:19](O)=[O:20])=[CH:17][N:16]=[C:15]([C:22]2[CH:27]=[CH:26][CH:25]=[CH:24][N:23]=2)[N:14]=1.CN(C(ON1N=NC2C=CC=NC1=2)=[N+](C)C)C.F[P-](F)(F)(F)(F)F.CCN(C(C)C)C(C)C, predict the reaction product. The product is: [CH3:1][C:2]1[C:6]2=[N:7][CH:8]=[CH:9][CH:10]=[C:5]2[N:4]([NH:11][C:19]([C:18]2[C:13]([CH3:12])=[N:14][C:15]([C:22]3[CH:27]=[CH:26][CH:25]=[CH:24][N:23]=3)=[N:16][CH:17]=2)=[O:20])[CH:3]=1.